From a dataset of Full USPTO retrosynthesis dataset with 1.9M reactions from patents (1976-2016). Predict the reactants needed to synthesize the given product. (1) Given the product [CH3:1][O:2][C:3](=[O:17])/[CH:4]=[CH:5]/[C:6]1[CH:11]=[CH:10][C:9]([CH:12]2[CH2:16][CH2:15][CH2:14][N:13]2[CH2:20][CH2:19][C:18]#[N:21])=[CH:8][CH:7]=1, predict the reactants needed to synthesize it. The reactants are: [CH3:1][O:2][C:3](=[O:17])/[CH:4]=[CH:5]/[C:6]1[CH:11]=[CH:10][C:9]([CH:12]2[CH2:16][CH2:15][CH2:14][NH:13]2)=[CH:8][CH:7]=1.[C:18](#[N:21])[CH:19]=[CH2:20]. (2) Given the product [Cl:5][C:6]1[CH:22]=[CH:21][C:9]2[CH2:10][CH2:11][N:12]([C:15](=[O:20])[C:16]([F:19])([F:18])[F:17])[CH2:13][CH2:14][C:8]=2[C:7]=1[C:23]1[CH:28]=[CH:27][CH:26]=[CH:25][C:24]=1[OH:29], predict the reactants needed to synthesize it. The reactants are: B(Br)(Br)Br.[Cl:5][C:6]1[CH:22]=[CH:21][C:9]2[CH2:10][CH2:11][N:12]([C:15](=[O:20])[C:16]([F:19])([F:18])[F:17])[CH2:13][CH2:14][C:8]=2[C:7]=1[C:23]1[CH:28]=[CH:27][CH:26]=[CH:25][C:24]=1[O:29]C.